Dataset: Catalyst prediction with 721,799 reactions and 888 catalyst types from USPTO. Task: Predict which catalyst facilitates the given reaction. (1) Reactant: C[O:2][C:3]([C:5]1[C:13]2[N:12]=[C:11]([C:14]3[CH:19]=[CH:18][C:17]([F:20])=[CH:16][C:15]=3[F:21])[NH:10][C:9]=2[C:8]([OH:22])=[CH:7][CH:6]=1)=[O:4].O[Li].O. Product: [F:21][C:15]1[CH:16]=[C:17]([F:20])[CH:18]=[CH:19][C:14]=1[C:11]1[NH:10][C:9]2[C:8]([OH:22])=[CH:7][CH:6]=[C:5]([C:3]([OH:4])=[O:2])[C:13]=2[N:12]=1. The catalyst class is: 87. (2) Reactant: [C:1]([C:4]1[N:8]2[CH2:9][CH2:10][N:11]([CH2:14][C:15]3[CH:20]=[CH:19][C:18]([F:21])=[CH:17][CH:16]=3)[C:12](=[O:13])[C:7]2=[C:6]([OH:22])[C:5]=1[C:23]([O:25]CC)=O)(=O)[CH3:2].[CH3:28][NH:29][NH2:30].C(O)(=O)C. Product: [F:21][C:18]1[CH:19]=[CH:20][C:15]([CH2:14][N:11]2[CH2:10][CH2:9][N:8]3[C:7](=[C:6]([OH:22])[C:5]4[C:23](=[O:25])[N:29]([CH3:28])[N:30]=[C:1]([CH3:2])[C:4]=43)[C:12]2=[O:13])=[CH:16][CH:17]=1. The catalyst class is: 8. (3) Reactant: [CH:1]1([CH2:6][CH:7]([C:16]2[CH:21]=[CH:20][C:19]([S:22]([CH3:25])(=[O:24])=[O:23])=[CH:18][CH:17]=2)[C:8]([NH:10][C:11]2[S:12][CH:13]=[CH:14][N:15]=2)=[O:9])[CH2:5][CH2:4][CH2:3][CH2:2]1.[Li+].C[Si]([N-][Si](C)(C)C)(C)C.[CH2:36](Br)[C:37]1[CH:42]=[CH:41][CH:40]=[CH:39][CH:38]=1. Product: [CH:1]1([CH2:6][CH:7]([C:16]2[CH:21]=[CH:20][C:19]([S:22]([CH2:25][CH2:36][C:37]3[CH:42]=[CH:41][CH:40]=[CH:39][CH:38]=3)(=[O:24])=[O:23])=[CH:18][CH:17]=2)[C:8]([NH:10][C:11]2[S:12][CH:13]=[CH:14][N:15]=2)=[O:9])[CH2:5][CH2:4][CH2:3][CH2:2]1. The catalyst class is: 1. (4) Reactant: [CH3:1][C:2]([CH3:14])([O:4][C:5]([NH:7][C:8]([CH3:13])([C:10](O)=[O:11])[CH3:9])=[O:6])[CH3:3].F[P-](F)(F)(F)(F)F.N1(O[P+](N2CCCC2)(N2CCCC2)N2CCCC2)C2C=CC=CC=2N=N1.CCN(C(C)C)C(C)C.O.S(O)(O)(=O)=O.O[NH:64][C:65]([NH2:67])=[NH:66]. Product: [C:2]([O:4][C:5](=[O:6])[NH:7][C:8]([C:10]1[O:11][N:66]=[C:65]([NH2:67])[N:64]=1)([CH3:13])[CH3:9])([CH3:14])([CH3:3])[CH3:1]. The catalyst class is: 3. (5) Reactant: [CH3:1][N:2]1[CH2:7][CH2:6][N:5]([C:8]2[CH:9]=[CH:10][C:11]([N+:24]([O-])=O)=[C:12]([NH:14][S:15]([C:18]3[CH:23]=[CH:22][CH:21]=[CH:20][CH:19]=3)(=[O:17])=[O:16])[CH:13]=2)[CH2:4][CH2:3]1.O.NN.[CH3:30][O:31][C:32]1[CH:33]=[C:34]([S:40]([Cl:43])(=[O:42])=[O:41])[CH:35]=[CH:36][C:37]=1[O:38][CH3:39]. Product: [ClH:43].[CH3:30][O:31][C:32]1[CH:33]=[C:34]([S:40]([NH:24][C:11]2[CH:10]=[CH:9][C:8]([N:5]3[CH2:6][CH2:7][N:2]([CH3:1])[CH2:3][CH2:4]3)=[CH:13][C:12]=2[NH:14][S:15]([C:18]2[CH:23]=[CH:22][CH:21]=[CH:20][CH:19]=2)(=[O:17])=[O:16])(=[O:41])=[O:42])[CH:35]=[CH:36][C:37]=1[O:38][CH3:39]. The catalyst class is: 446. (6) Reactant: Br[C:2]1[CH:14]=[CH:13][C:5]([C:6]([NH:8][S:9]([CH3:12])(=[O:11])=[O:10])=[O:7])=[CH:4][C:3]=1[O:15][CH3:16].[Cl:17][C:18]1[C:23]([C:24]([F:27])([F:26])[F:25])=[CH:22][C:21](B2OC(C)(C)C(C)(C)O2)=[CH:20][N:19]=1.C([O-])([O-])=O.[Na+].[Na+]. The catalyst class is: 203. Product: [Cl:17][C:18]1[N:19]=[CH:20][C:21]([C:2]2[CH:14]=[CH:13][C:5]([C:6]([NH:8][S:9]([CH3:12])(=[O:11])=[O:10])=[O:7])=[CH:4][C:3]=2[O:15][CH3:16])=[CH:22][C:23]=1[C:24]([F:27])([F:25])[F:26]. (7) The catalyst class is: 1. Reactant: [CH3:1][C:2]1[C:6]([CH:7]([OH:36])[C:8]2[O:9][C:10]3[CH:16]=[CH:15][C:14]([CH2:17][C:18]([NH:20][CH:21]([C:28]4[CH:33]=[CH:32][C:31]([CH3:34])=[CH:30][C:29]=4[CH3:35])[C:22]4[CH:27]=[CH:26][CH:25]=[CH:24][CH:23]=4)=[O:19])=[CH:13][C:11]=3[CH:12]=2)=[C:5]([CH3:37])[O:4][N:3]=1.[H-].[Na+].Br[CH2:41][C:42]([O:44]CC)=[O:43].O. Product: [CH3:1][C:2]1[C:6]([CH:7]([C:8]2[O:9][C:10]3[CH:16]=[CH:15][C:14]([CH2:17][C:18]([NH:20][CH:21]([C:28]4[CH:33]=[CH:32][C:31]([CH3:34])=[CH:30][C:29]=4[CH3:35])[C:22]4[CH:27]=[CH:26][CH:25]=[CH:24][CH:23]=4)=[O:19])=[CH:13][C:11]=3[CH:12]=2)[O:36][CH2:41][C:42]([OH:44])=[O:43])=[C:5]([CH3:37])[O:4][N:3]=1. (8) Reactant: Br[C:2]1[N:3]=[C:4]2[CH:10]=[CH:9][NH:8][C:5]2=[N:6][CH:7]=1.[Cl:11][C:12]1[CH:17]=[CH:16][C:15](B(O)O)=[CH:14][CH:13]=1.C(=O)([O-])[O-].[K+].[K+].Cl. Product: [Cl:11][C:12]1[CH:17]=[CH:16][C:15]([C:2]2[N:3]=[C:4]3[CH:10]=[CH:9][NH:8][C:5]3=[N:6][CH:7]=2)=[CH:14][CH:13]=1. The catalyst class is: 712. (9) Reactant: Cl[CH2:2][C:3]1[N:4]=[C:5](/[CH:8]=[CH:9]/[C:10]2[CH:15]=[CH:14][C:13]([C:16]([F:19])([F:18])[F:17])=[CH:12][CH:11]=2)[O:6][CH:7]=1.[Cl:20][CH2:21][CH2:22][CH2:23][CH2:24][C:25]1[CH:30]=[CH:29][C:28]([OH:31])=[CH:27][CH:26]=1.C(=O)([O-])[O-].[K+].[K+].O. Product: [Cl:20][CH2:21][CH2:22][CH2:23][CH2:24][C:25]1[CH:26]=[CH:27][C:28]([O:31][CH2:2][C:3]2[N:4]=[C:5](/[CH:8]=[CH:9]/[C:10]3[CH:15]=[CH:14][C:13]([C:16]([F:19])([F:18])[F:17])=[CH:12][CH:11]=3)[O:6][CH:7]=2)=[CH:29][CH:30]=1. The catalyst class is: 3.